From a dataset of Forward reaction prediction with 1.9M reactions from USPTO patents (1976-2016). Predict the product of the given reaction. (1) Given the reactants [F:1][C:2]1[CH:7]=[C:6]([N:8]2[CH:12]=[N:11][N:10]=[N:9]2)[CH:5]=[C:4]([F:13])[C:3]=1[CH2:14][C:15]([O:17]C(C)(C)C)=[O:16].C1(SC)C=CC=CC=1.C(O)(C(F)(F)F)=O, predict the reaction product. The product is: [F:1][C:2]1[CH:7]=[C:6]([N:8]2[CH:12]=[N:11][N:10]=[N:9]2)[CH:5]=[C:4]([F:13])[C:3]=1[CH2:14][C:15]([OH:17])=[O:16]. (2) Given the reactants [CH2:1]([C:3]1[CH:8]=[CH:7][C:6]([CH:9]2[CH2:14][N:13]([C:15]([N:17]3[CH2:22][CH2:21][O:20][CH2:19][CH2:18]3)=[O:16])[CH2:12][CH:11]([C:23]([OH:25])=O)[CH2:10]2)=[CH:5][CH:4]=1)[CH3:2].O[NH:27][C:28]([C:30]1[CH:35]=[CH:34][CH:33]=[C:32]([O:36][C:37]([F:40])([F:39])[F:38])[CH:31]=1)=[NH:29], predict the reaction product. The product is: [CH2:1]([C:3]1[CH:8]=[CH:7][C:6]([CH:9]2[CH2:10][CH:11]([C:23]3[O:25][N:29]=[C:28]([C:30]4[CH:35]=[CH:34][CH:33]=[C:32]([O:36][C:37]([F:38])([F:39])[F:40])[CH:31]=4)[N:27]=3)[CH2:12][N:13]([C:15]([N:17]3[CH2:18][CH2:19][O:20][CH2:21][CH2:22]3)=[O:16])[CH2:14]2)=[CH:5][CH:4]=1)[CH3:2]. (3) Given the reactants C([O:8][C:9]([C:11]1([CH:19]=[CH2:20])[CH2:16][O:15][C:14]([CH3:18])([CH3:17])[CH2:13][O:12]1)=[O:10])C1C=CC=CC=1.O.[OH-].[Li+], predict the reaction product. The product is: [CH3:17][C:14]1([CH3:18])[CH2:13][O:12][C:11]([CH:19]=[CH2:20])([C:9]([OH:10])=[O:8])[CH2:16][O:15]1.